Dataset: Reaction yield outcomes from USPTO patents with 853,638 reactions. Task: Predict the reaction yield, written as a fraction of the theoretical maximum amount of product (1.0 means a 100% yield; for example, 0.34 means a 34% yield). (1) The reactants are C([N:4]1[C:12]2[C:7](=[CH:8][CH:9]=[C:10]([I:13])[CH:11]=2)[CH2:6][CH2:5]1)(=O)C.[OH-].[Na+].CCO. The catalyst is O. The product is [I:13][C:10]1[CH:11]=[C:12]2[C:7]([CH2:6][CH2:5][NH:4]2)=[CH:8][CH:9]=1. The yield is 0.640. (2) The reactants are [N:1]1[CH:6]=[CH:5][CH:4]=[C:3]([CH2:7][OH:8])[CH:2]=1.[H-].[Na+].CS(O[CH2:16][C:17]1[CH:22]=[CH:21][CH:20]=[C:19]([O:23][C:24]2[CH:29]=[CH:28][C:27]([CH2:30][N:31]([CH2:48][C:49]3[CH:54]=[CH:53][C:52]([C:55]#[N:56])=[CH:51][CH:50]=3)[C:32]3[CH:37]=[CH:36][CH:35]=[C:34]([N:38](S(C)(=O)=O)[S:39]([CH3:42])(=[O:41])=[O:40])[C:33]=3[CH3:47])=[CH:26][CH:25]=2)[CH:18]=1)(=O)=O.[NH4+].[Cl-]. The catalyst is CN(C=O)C. The product is [C:55]([C:52]1[CH:51]=[CH:50][C:49]([CH2:48][N:31]([CH2:30][C:27]2[CH:28]=[CH:29][C:24]([O:23][C:19]3[CH:20]=[CH:21][CH:22]=[C:17]([CH2:16][O:8][CH2:7][C:3]4[CH:2]=[N:1][CH:6]=[CH:5][CH:4]=4)[CH:18]=3)=[CH:25][CH:26]=2)[C:32]2[C:33]([CH3:47])=[C:34]([NH:38][S:39]([CH3:42])(=[O:41])=[O:40])[CH:35]=[CH:36][CH:37]=2)=[CH:54][CH:53]=1)#[N:56]. The yield is 0.440. (3) The reactants are [Br:1][C:2]1[CH:3]=[C:4]([C:11]([N:13]2[CH2:18][CH2:17][O:16][C:15]3[N:19]=[CH:20][C:21]([C:23]4[CH:28]=[CH:27][CH:26]=[CH:25][CH:24]=4)=[CH:22][C:14]2=3)=[O:12])[CH:5]=[C:6]([Br:10])[C:7]=1[O:8]C.B(Br)(Br)Br.O. The catalyst is ClCCl. The product is [Br:1][C:2]1[CH:3]=[C:4]([C:11]([N:13]2[CH2:18][CH2:17][O:16][C:15]3[N:19]=[CH:20][C:21]([C:23]4[CH:24]=[CH:25][CH:26]=[CH:27][CH:28]=4)=[CH:22][C:14]2=3)=[O:12])[CH:5]=[C:6]([Br:10])[C:7]=1[OH:8]. The yield is 0.640. (4) The reactants are Cl.[C:2]([CH:5]([CH2:11][C:12]1[CH:17]=[CH:16][N:15]=[CH:14][CH:13]=1)C(OCC)=O)(=[O:4])[CH3:3]. No catalyst specified. The product is [N:15]1[CH:16]=[CH:17][C:12]([CH2:11][CH2:5][C:2](=[O:4])[CH3:3])=[CH:13][CH:14]=1. The yield is 0.890. (5) The reactants are [CH3:1][O:2][C:3]1[N:8]=[CH:7][C:6](B(O)O)=[CH:5][CH:4]=1.Br[C:13]1[CH:18]=[CH:17][CH:16]=[CH:15][N:14]=1.C(=O)([O-])[O-].[K+].[K+].COCCOC. The catalyst is C([O-])(=O)C.[Pd+2].C([O-])(=O)C.C1(P(C2C=CC=CC=2)C2C=CC=CC=2)C=CC=CC=1.C(OCC)(=O)C.O. The product is [CH3:1][O:2][C:3]1[CH:4]=[CH:5][C:6]([C:13]2[CH:18]=[CH:17][CH:16]=[CH:15][N:14]=2)=[CH:7][N:8]=1. The yield is 0.870. (6) The reactants are [H-].[Na+].[CH3:3]N(C)C=O.[N:8]1([C:14]2[CH:19]=[CH:18][C:17]([C:20]([F:23])([F:22])[F:21])=[CH:16][C:15]=2[NH:24][C:25](=[O:32])[C:26]2[CH:31]=[CH:30][N:29]=[CH:28][CH:27]=2)[CH2:13][CH2:12][CH2:11][CH2:10][CH2:9]1.CI. The catalyst is O. The product is [CH3:3][N:24]([C:15]1[CH:16]=[C:17]([C:20]([F:23])([F:21])[F:22])[CH:18]=[CH:19][C:14]=1[N:8]1[CH2:13][CH2:12][CH2:11][CH2:10][CH2:9]1)[C:25](=[O:32])[C:26]1[CH:27]=[CH:28][N:29]=[CH:30][CH:31]=1. The yield is 0.515.